Predict the reaction yield, written as a fraction of the theoretical maximum amount of product (1.0 means a 100% yield; for example, 0.34 means a 34% yield). From a dataset of Reaction yield outcomes from USPTO patents with 853,638 reactions. The reactants are [CH3:1][O:2][CH2:3][C:4]1[CH:5]=[C:6]([N+:10]([O-])=O)[CH:7]=[CH:8][CH:9]=1. The catalyst is C(O)(=O)C.[Zn]. The product is [CH3:1][O:2][CH2:3][C:4]1[CH:5]=[C:6]([CH:7]=[CH:8][CH:9]=1)[NH2:10]. The yield is 0.990.